Binary Classification. Given a drug SMILES string, predict its activity (active/inactive) in a high-throughput screening assay against a specified biological target. From a dataset of KCNQ2 potassium channel screen with 302,405 compounds. (1) The drug is s1c(C(=O)Nc2ccc(C(=O)NCC(N(C)C)c3ccccc3)cc2)ccc1. The result is 0 (inactive). (2) The drug is S(CC(=O)N1CCC(CC1)C)c1[nH]c2c(c(=O)n1)cccc2. The result is 0 (inactive). (3) The molecule is O1c2c(OC1)ccc(c2)/C=N\NC(=O)CCc1cc(O)c(O)cc1. The result is 0 (inactive). (4) The drug is s1c(CN(C(C(=O)NC2CCCCC2)CC)C(=O)c2snc(c2N)C(=O)N)ccc1. The result is 0 (inactive). (5) The drug is Clc1ccc(OCC(=O)NNC(=O)C(=O)Nc2c(OC)cc(OC)cc2)cc1. The result is 1 (active). (6) The compound is O(c1c(CN2CCN(CC2)Cc2ccc(OC)cc2)ccc(OC)c1OC)C. The result is 0 (inactive).